From a dataset of Catalyst prediction with 721,799 reactions and 888 catalyst types from USPTO. Predict which catalyst facilitates the given reaction. (1) Reactant: O[C:2]1[C:14]2[C:6](=[C:7]3[C:12]([N:13]=2)=[CH:11][N:10]([CH3:15])[CH:9]=[CH:8]3)[CH:5]=[CH:4][CH:3]=1.[C:16]([O-:19])([O-])=O.[K+].[K+].[CH2:22](I)C. Product: [CH2:16]([O:19][C:3]1[CH:4]=[CH:5][C:6]2[C:14]([CH:2]=1)=[N:13][C:12]1[C:7]=2[CH:8]=[CH:9][N:10]([CH3:15])[CH:11]=1)[CH3:22]. The catalyst class is: 3. (2) Reactant: C1(C([NH:20][C@H:21]2[CH2:27][CH2:26][CH2:25][CH2:24][N:23]([C:28]([O:30][C:31]([CH3:34])([CH3:33])[CH3:32])=[O:29])[CH2:22]2)(C2C=CC=CC=2)C2C=CC=CC=2)C=CC=CC=1.CO.[H][H]. Product: [NH2:20][C@H:21]1[CH2:27][CH2:26][CH2:25][CH2:24][N:23]([C:28]([O:30][C:31]([CH3:34])([CH3:33])[CH3:32])=[O:29])[CH2:22]1. The catalyst class is: 256. (3) Reactant: Br[C:2]1[CH:3]=[N:4][C:5]([Cl:8])=[N:6][CH:7]=1.[Li]CCCC.[F:14][C:15]([F:20])([F:19])[C:16](=[O:18])[CH3:17]. Product: [Cl:8][C:5]1[N:4]=[CH:3][C:2]([C:16]([OH:18])([CH3:17])[C:15]([F:20])([F:19])[F:14])=[CH:7][N:6]=1. The catalyst class is: 28. (4) Reactant: [CH2:1](OC(OCC)OCC)C.[NH2:11][C:12]1[CH:27]=[CH:26][CH:25]=[CH:24][C:13]=1[CH2:14][NH:15][C:16]1([CH3:23])[CH2:20][C:19](=[O:21])[NH:18][C:17]1=[O:22]. Product: [CH3:23][C:16]1([N:15]2[CH2:14][C:13]3[C:12](=[CH:27][CH:26]=[CH:25][CH:24]=3)[N:11]=[CH:1]2)[CH2:20][C:19](=[O:21])[NH:18][C:17]1=[O:22]. The catalyst class is: 15. (5) The catalyst class is: 1. Product: [F:6][C:7]([F:19])([F:20])[C:8]1[CH:9]=[C:10]([NH:11][C:23]([C:25]23[CH2:39][CH:29]2[C:28](=[O:30])[N:27]([C:31]2[C:32]([CH3:38])=[CH:33][CH:34]=[CH:35][C:36]=2[CH3:37])[CH2:26]3)=[O:22])[CH:12]=[C:13]([C:15]([F:16])([F:17])[F:18])[CH:14]=1. Reactant: [Li]CCCC.[F:6][C:7]([F:20])([F:19])[C:8]1[CH:9]=[C:10]([CH:12]=[C:13]([C:15]([F:18])([F:17])[F:16])[CH:14]=1)[NH2:11].C[O:22][C:23]([C:25]1([CH2:39]OS(C)(=O)=O)[CH2:29][C:28](=[O:30])[N:27]([C:31]2[C:36]([CH3:37])=[CH:35][CH:34]=[CH:33][C:32]=2[CH3:38])[CH2:26]1)=O. (6) Reactant: C(N1C(=O)C=CC(C2C3C(=C(F)C=C(Cl)C=3)N(CC(O)=O)C=2C)=N1)C1C=CC=CC=1.[F:31][C:32]1[CH:38]=[C:37]([S:39]([CH3:42])(=[O:41])=[O:40])[CH:36]=[C:35]([C:43]#[C:44][CH3:45])[C:33]=1[NH2:34]. Product: [F:31][C:32]1[CH:38]=[C:37]([S:39]([CH3:42])(=[O:40])=[O:41])[CH:36]=[C:35]2[C:33]=1[NH:34][C:44]([CH3:45])=[CH:43]2. The catalyst class is: 205.